This data is from Peptide-MHC class I binding affinity with 185,985 pairs from IEDB/IMGT. The task is: Regression. Given a peptide amino acid sequence and an MHC pseudo amino acid sequence, predict their binding affinity value. This is MHC class I binding data. (1) The peptide sequence is AEALLADGL. The MHC is HLA-B40:01 with pseudo-sequence HLA-B40:01. The binding affinity (normalized) is 0.772. (2) The peptide sequence is SVDSDHLGY. The MHC is HLA-B39:01 with pseudo-sequence HLA-B39:01. The binding affinity (normalized) is 0.0847. (3) The peptide sequence is KLSNAKWLA. The MHC is HLA-B27:05 with pseudo-sequence HLA-B27:05. The binding affinity (normalized) is 0.0847.